This data is from HIV replication inhibition screening data with 41,000+ compounds from the AIDS Antiviral Screen. The task is: Binary Classification. Given a drug SMILES string, predict its activity (active/inactive) in a high-throughput screening assay against a specified biological target. (1) The drug is O=C1CCC(c2nc3cc(Cl)ccc3o2)C(=O)N1. The result is 0 (inactive). (2) The compound is CN(C)c1ccc(C=C2CCc3ccccc3C2=O)cc1Br. The result is 0 (inactive). (3) The molecule is CC[S+](C)c1ccc(-c2c3nc(c(-c4ccc([S+](C)CC)cc4)c4ccc([nH]4)c(-c4ccc([S+](C)CC)cc4)c4nc(c(-c5ccc([S+](C)CC)cc5)c5ccc2[nH]5)C=C4)C=C3)cc1.[O-][Cl+3]([O-])([O-])O. The result is 1 (active). (4) The drug is Cc1nn(C)cc1P(=S)(c1ccccc1)c1ccccc1. The result is 0 (inactive). (5) The drug is CCOC(=O)C=C(C)Nc1nc2c(c(C(=O)OC)c1C#N)CCCC2. The result is 0 (inactive). (6) The molecule is N#Cc1nnn(C2CCCCC2)c1O. The result is 0 (inactive). (7) The molecule is CCN(CC)C(=O)Oc1c(Br)ccc2cc(C)cc(OC)c12. The result is 0 (inactive). (8) The drug is COC(=O)C=CCC(=O)NS(C)(=O)=O. The result is 0 (inactive). (9) The molecule is Clc1ncc(Cl)c(Cl)n1. The result is 0 (inactive). (10) The compound is CC(=O)OCC(=O)OCC(OCc1ccccc1)C1C(OC(C)=O)C(=O)N1Cc1ccccc1. The result is 0 (inactive).